From a dataset of Full USPTO retrosynthesis dataset with 1.9M reactions from patents (1976-2016). Predict the reactants needed to synthesize the given product. (1) Given the product [NH2:17][C:16]1[C:13]([C:14]#[N:15])=[C:12]([C:11]2[CH:10]=[CH:9][C:8]([O:7][C@H:3]3[C@H:2]([OH:1])[CH2:6][O:5][CH2:4]3)=[CH:19][CH:18]=2)[C:22]([C:20]#[N:21])=[C:23]([SH:24])[N:25]=1, predict the reactants needed to synthesize it. The reactants are: [OH:1][C@@H:2]1[CH2:6][O:5][CH2:4][C@H:3]1[O:7][C:8]1[CH:19]=[CH:18][C:11]([CH:12]=[C:13]([C:16]#[N:17])[C:14]#[N:15])=[CH:10][CH:9]=1.[C:20]([CH2:22][C:23]([NH2:25])=[S:24])#[N:21].CN1CCOCC1. (2) Given the product [Cl:21][C:13]1[CH:12]=[C:11]([CH:4]([CH2:5][CH:6]2[CH2:10][CH2:9][CH2:8][CH2:7]2)[C:3]([OH:22])=[O:2])[CH:16]=[CH:15][C:14]=1[S:17]([CH3:20])(=[O:19])=[O:18], predict the reactants needed to synthesize it. The reactants are: C[O:2][C:3](=[O:22])[CH:4]([C:11]1[CH:16]=[CH:15][C:14]([S:17]([CH3:20])(=[O:19])=[O:18])=[C:13]([Cl:21])[CH:12]=1)[CH2:5][CH:6]1[CH2:10][CH2:9][CH2:8][CH2:7]1.C(OC(=O)C(C1C=CC(S(C)(=O)=O)=C(Cl)C=1)CC1CCCC1)C.[OH-].[K+]. (3) Given the product [CH2:21]([O:20][C:14](=[O:19])[C:15](=[C:1]([NH2:8])[C:2]1[CH:7]=[CH:6][CH:5]=[CH:4][CH:3]=1)[C:16](=[O:17])[CH3:18])[CH3:22], predict the reactants needed to synthesize it. The reactants are: [C:1](#[N:8])[C:2]1[CH:7]=[CH:6][CH:5]=[CH:4][CH:3]=1.Cl[Sn](Cl)(Cl)Cl.[C:14]([O:20][CH2:21][CH3:22])(=[O:19])[CH2:15][C:16]([CH3:18])=[O:17].C([O-])(O)=O.[Na+]. (4) The reactants are: C1O[C:4]2([CH2:9][CH2:8][CH:7]([C:10]3[CH:15]=[CH:14][C:13]([O:16][CH2:17][CH3:18])=[C:12]([F:19])[C:11]=3[F:20])[CH2:6][CH2:5]2)[O:3]C1.C(O)=O. Given the product [F:20][C:11]1[C:12]([F:19])=[C:13]([O:16][CH2:17][CH3:18])[CH:14]=[CH:15][C:10]=1[CH:7]1[CH2:8][CH2:9][C:4](=[O:3])[CH2:5][CH2:6]1, predict the reactants needed to synthesize it. (5) Given the product [N:1]1[CH:6]=[CH:5][CH:4]=[C:3]([CH2:7][NH:8][C:9]([NH:11][C:12]2[CH:13]=[CH:14][C:15]([N:18]3[C:26]4[C:21](=[CH:22][CH:23]=[CH:24][CH:25]=4)[C:20]([C:27]([NH:37][CH2:36][CH2:35][N:30]4[CH2:34][CH2:33][CH2:32][CH2:31]4)=[O:28])=[N:19]3)=[CH:16][CH:17]=2)=[O:10])[CH:2]=1, predict the reactants needed to synthesize it. The reactants are: [N:1]1[CH:6]=[CH:5][CH:4]=[C:3]([CH2:7][NH:8][C:9]([NH:11][C:12]2[CH:17]=[CH:16][C:15]([N:18]3[C:26]4[C:21](=[CH:22][CH:23]=[CH:24][CH:25]=4)[C:20]([C:27](O)=[O:28])=[N:19]3)=[CH:14][CH:13]=2)=[O:10])[CH:2]=1.[N:30]1([CH2:35][CH2:36][NH2:37])[CH2:34][CH2:33][CH2:32][CH2:31]1.CN(C(ON1N=NC2C=CC=NC1=2)=[N+](C)C)C.F[P-](F)(F)(F)(F)F. (6) Given the product [N+:17]([C:20]1[CH:21]=[CH:22][C:23]([CH2:24][O:25]/[N:26]=[C:13](/[C:7]2[CH:8]=[CH:9][C:10]([O:11][CH3:12])=[C:5]([O:4][CH:1]([CH3:3])[CH3:2])[CH:6]=2)\[CH3:14])=[CH:27][CH:28]=1)([O-:19])=[O:18], predict the reactants needed to synthesize it. The reactants are: [CH:1]([O:4][C:5]1[CH:6]=[C:7]([C:13](=O)[CH3:14])[CH:8]=[CH:9][C:10]=1[O:11][CH3:12])([CH3:3])[CH3:2].Cl.[N+:17]([C:20]1[CH:28]=[CH:27][C:23]([CH2:24][O:25][NH2:26])=[CH:22][CH:21]=1)([O-:19])=[O:18].